Dataset: NCI-60 drug combinations with 297,098 pairs across 59 cell lines. Task: Regression. Given two drug SMILES strings and cell line genomic features, predict the synergy score measuring deviation from expected non-interaction effect. (1) Drug 1: CC1=C(C=C(C=C1)NC2=NC=CC(=N2)N(C)C3=CC4=NN(C(=C4C=C3)C)C)S(=O)(=O)N.Cl. Drug 2: CN(C)C1=NC(=NC(=N1)N(C)C)N(C)C. Cell line: LOX IMVI. Synergy scores: CSS=2.83, Synergy_ZIP=-2.64, Synergy_Bliss=-3.72, Synergy_Loewe=-0.636, Synergy_HSA=-0.934. (2) Drug 1: C1CC(=O)NC(=O)C1N2CC3=C(C2=O)C=CC=C3N. Drug 2: N.N.Cl[Pt+2]Cl. Cell line: T-47D. Synergy scores: CSS=-1.74, Synergy_ZIP=-0.216, Synergy_Bliss=-2.10, Synergy_Loewe=-2.86, Synergy_HSA=-2.77. (3) Drug 1: C1CN(P(=O)(OC1)NCCCl)CCCl. Cell line: OVCAR-5. Synergy scores: CSS=-4.72, Synergy_ZIP=-1.91, Synergy_Bliss=-9.60, Synergy_Loewe=-4.85, Synergy_HSA=-9.28. Drug 2: C(CCl)NC(=O)N(CCCl)N=O. (4) Drug 1: COC1=NC(=NC2=C1N=CN2C3C(C(C(O3)CO)O)O)N. Drug 2: CC1C(C(CC(O1)OC2CC(CC3=C2C(=C4C(=C3O)C(=O)C5=CC=CC=C5C4=O)O)(C(=O)C)O)N)O. Cell line: U251. Synergy scores: CSS=39.5, Synergy_ZIP=-3.76, Synergy_Bliss=-4.81, Synergy_Loewe=-38.3, Synergy_HSA=-1.10. (5) Drug 1: COC1=C(C=C2C(=C1)N=CN=C2NC3=CC(=C(C=C3)F)Cl)OCCCN4CCOCC4. Drug 2: CC(CN1CC(=O)NC(=O)C1)N2CC(=O)NC(=O)C2. Cell line: SW-620. Synergy scores: CSS=41.6, Synergy_ZIP=-2.33, Synergy_Bliss=0.590, Synergy_Loewe=2.37, Synergy_HSA=2.83. (6) Drug 1: CCC1=C2CN3C(=CC4=C(C3=O)COC(=O)C4(CC)O)C2=NC5=C1C=C(C=C5)O. Drug 2: C1=NC2=C(N1)C(=S)N=CN2. Cell line: TK-10. Synergy scores: CSS=34.8, Synergy_ZIP=-2.61, Synergy_Bliss=0.845, Synergy_Loewe=-3.09, Synergy_HSA=-0.0180. (7) Drug 1: C1=NC2=C(N=C(N=C2N1C3C(C(C(O3)CO)O)O)F)N. Drug 2: B(C(CC(C)C)NC(=O)C(CC1=CC=CC=C1)NC(=O)C2=NC=CN=C2)(O)O. Cell line: T-47D. Synergy scores: CSS=34.5, Synergy_ZIP=-6.44, Synergy_Bliss=-10.5, Synergy_Loewe=-16.9, Synergy_HSA=-8.47.